The task is: Regression. Given a target protein amino acid sequence and a drug SMILES string, predict the binding affinity score between them. We predict pKi (pKi = -log10(Ki in M); higher means stronger inhibition). Dataset: bindingdb_ki.. This data is from Drug-target binding data from BindingDB using Ki measurements. The compound is CC(C)CC(NC(=O)C(CCC(N)=O)NC(=O)OCc1ccccc1)C(=O)NC(CCC(N)=O)P(=O)(Oc1ccccc1)Oc1ccccc1. The target protein (Q53781) has sequence MNKNVVIKSLATLTILTSVTGIGTTLVEEVQQTAKAENNVTKIQDTNIFPYTGVVAFKSATGFVVGKNTILTNKHVSKNYKVGDRITAHPNSDKGNGGIYSIKKIINYPGKEDVSVIQVEERAIERGPKGFNFNDNVTPFKYAAGAKAGERIKVIGYPHPYKNKYVLYESTGPVMSVEGSSIVYSAHTESGNSGSPVLNSNNELVGIHFASDVKNDDNRNAYGVYFTPEIKKFIAENIDK. The pKi is 5.4.